This data is from Catalyst prediction with 721,799 reactions and 888 catalyst types from USPTO. The task is: Predict which catalyst facilitates the given reaction. (1) Reactant: [Br:1][C:2]1[C:3](Cl)=[N:4][C:5]([Cl:8])=[N:6][CH:7]=1.[OH-:10].[Na+].Cl. Product: [Br:1][C:2]1[C:3](=[O:10])[NH:4][C:5]([Cl:8])=[N:6][CH:7]=1. The catalyst class is: 1. (2) Product: [F:25][C:16]1[C:15]2[O:2][C:1]([C:3]3[C:11]4[C:6](=[CH:7][CH:8]=[CH:9][CH:10]=4)[N:5]([CH3:12])[CH:4]=3)=[N:13][C:14]=2[CH:19]=[CH:18][C:17]=1[CH2:20][C:21]([O:23][CH3:24])=[O:22]. The catalyst class is: 5. Reactant: [CH:1]([C:3]1[C:11]2[C:6](=[CH:7][CH:8]=[CH:9][CH:10]=2)[N:5]([CH3:12])[CH:4]=1)=[O:2].[NH2:13][C:14]1[CH:19]=[CH:18][C:17]([CH2:20][C:21]([O:23][CH3:24])=[O:22])=[C:16]([F:25])[C:15]=1O.C(O)(=O)C.C(O)(=O)C.IC1C=CC=CC=1. (3) Reactant: [C:1]12([C:11]3[N:15]([CH2:16][CH2:17][CH2:18][CH2:19]O)[C:14]([SH:21])=[N:13][N:12]=3)[CH2:10][CH:5]3[CH2:6][CH:7]([CH2:9][CH:3]([CH2:4]3)[CH2:2]1)[CH2:8]2.C([O-])([O-])=O.[Na+].[Na+]. Product: [C:1]12([C:11]3[N:15]4[C:14]([S:21][CH2:19][CH2:18][CH2:17][CH2:16]4)=[N:13][N:12]=3)[CH2:10][CH:5]3[CH2:6][CH:7]([CH2:9][CH:3]([CH2:4]3)[CH2:2]1)[CH2:8]2. The catalyst class is: 33. (4) Reactant: [C:1]([O:4][CH2:5][C:6]1[CH:11]=[CH:10][C:9]([CH2:12][N:13]2[CH:21]=[N:20][C:19]3[C:14]2=[N:15][C:16]([CH2:23][CH2:24][CH2:25][CH3:26])=[N:17][C:18]=3[NH2:22])=[CH:8][CH:7]=1)(=[O:3])[CH3:2].C([O-])(=O)C.[Na+].[Br:32]Br.C(=O)([O-])O.[Na+]. Product: [C:1]([O:4][CH2:5][C:6]1[CH:7]=[CH:8][C:9]([CH2:12][N:13]2[C:21]([Br:32])=[N:20][C:19]3[C:14]2=[N:15][C:16]([CH2:23][CH2:24][CH2:25][CH3:26])=[N:17][C:18]=3[NH2:22])=[CH:10][CH:11]=1)(=[O:3])[CH3:2]. The catalyst class is: 22.